This data is from NCI-60 drug combinations with 297,098 pairs across 59 cell lines. The task is: Regression. Given two drug SMILES strings and cell line genomic features, predict the synergy score measuring deviation from expected non-interaction effect. (1) Drug 1: C1CCC(CC1)NC(=O)N(CCCl)N=O. Drug 2: C(CCl)NC(=O)N(CCCl)N=O. Cell line: NCI/ADR-RES. Synergy scores: CSS=14.2, Synergy_ZIP=2.85, Synergy_Bliss=5.21, Synergy_Loewe=2.57, Synergy_HSA=2.70. (2) Drug 1: C1=CC(=CC=C1CCCC(=O)O)N(CCCl)CCCl. Drug 2: CC1C(C(=O)NC(C(=O)N2CCCC2C(=O)N(CC(=O)N(C(C(=O)O1)C(C)C)C)C)C(C)C)NC(=O)C3=C4C(=C(C=C3)C)OC5=C(C(=O)C(=C(C5=N4)C(=O)NC6C(OC(=O)C(N(C(=O)CN(C(=O)C7CCCN7C(=O)C(NC6=O)C(C)C)C)C)C(C)C)C)N)C. Cell line: OVCAR3. Synergy scores: CSS=15.4, Synergy_ZIP=-0.376, Synergy_Bliss=5.49, Synergy_Loewe=4.99, Synergy_HSA=5.12. (3) Drug 1: C1=C(C(=O)NC(=O)N1)F. Drug 2: C1CN(CCN1C(=O)CCBr)C(=O)CCBr. Cell line: U251. Synergy scores: CSS=44.2, Synergy_ZIP=-8.03, Synergy_Bliss=-5.11, Synergy_Loewe=-2.16, Synergy_HSA=-0.138. (4) Drug 1: CCCS(=O)(=O)NC1=C(C(=C(C=C1)F)C(=O)C2=CNC3=C2C=C(C=N3)C4=CC=C(C=C4)Cl)F. Drug 2: B(C(CC(C)C)NC(=O)C(CC1=CC=CC=C1)NC(=O)C2=NC=CN=C2)(O)O. Cell line: HOP-62. Synergy scores: CSS=-6.26, Synergy_ZIP=1.03, Synergy_Bliss=-5.53, Synergy_Loewe=-8.63, Synergy_HSA=-8.68. (5) Drug 1: C1CN1C2=NC(=NC(=N2)N3CC3)N4CC4. Drug 2: CN(C(=O)NC(C=O)C(C(C(CO)O)O)O)N=O. Cell line: NCI-H226. Synergy scores: CSS=9.45, Synergy_ZIP=-5.09, Synergy_Bliss=-5.05, Synergy_Loewe=-8.87, Synergy_HSA=-2.57. (6) Drug 1: CNC(=O)C1=NC=CC(=C1)OC2=CC=C(C=C2)NC(=O)NC3=CC(=C(C=C3)Cl)C(F)(F)F. Drug 2: B(C(CC(C)C)NC(=O)C(CC1=CC=CC=C1)NC(=O)C2=NC=CN=C2)(O)O. Cell line: M14. Synergy scores: CSS=46.7, Synergy_ZIP=-2.58, Synergy_Bliss=-3.99, Synergy_Loewe=-26.8, Synergy_HSA=-4.01. (7) Drug 1: C1CCC(CC1)NC(=O)N(CCCl)N=O. Drug 2: CCCCCOC(=O)NC1=NC(=O)N(C=C1F)C2C(C(C(O2)C)O)O. Cell line: SN12C. Synergy scores: CSS=24.9, Synergy_ZIP=-2.73, Synergy_Bliss=3.48, Synergy_Loewe=4.17, Synergy_HSA=3.67.